From a dataset of NCI-60 drug combinations with 297,098 pairs across 59 cell lines. Regression. Given two drug SMILES strings and cell line genomic features, predict the synergy score measuring deviation from expected non-interaction effect. (1) Drug 1: CCC(=C(C1=CC=CC=C1)C2=CC=C(C=C2)OCCN(C)C)C3=CC=CC=C3.C(C(=O)O)C(CC(=O)O)(C(=O)O)O. Drug 2: CC1CCCC2(C(O2)CC(NC(=O)CC(C(C(=O)C(C1O)C)(C)C)O)C(=CC3=CSC(=N3)C)C)C. Cell line: M14. Synergy scores: CSS=67.3, Synergy_ZIP=9.43, Synergy_Bliss=9.43, Synergy_Loewe=-32.6, Synergy_HSA=8.80. (2) Drug 1: CCCCCOC(=O)NC1=NC(=O)N(C=C1F)C2C(C(C(O2)C)O)O. Drug 2: CC1CCC2CC(C(=CC=CC=CC(CC(C(=O)C(C(C(=CC(C(=O)CC(OC(=O)C3CCCCN3C(=O)C(=O)C1(O2)O)C(C)CC4CCC(C(C4)OC)OCCO)C)C)O)OC)C)C)C)OC. Cell line: HCC-2998. Synergy scores: CSS=-0.626, Synergy_ZIP=-1.84, Synergy_Bliss=-3.28, Synergy_Loewe=-3.32, Synergy_HSA=-2.54. (3) Drug 1: C1CCC(C1)C(CC#N)N2C=C(C=N2)C3=C4C=CNC4=NC=N3. Drug 2: CC1=C(C=C(C=C1)NC(=O)C2=CC=C(C=C2)CN3CCN(CC3)C)NC4=NC=CC(=N4)C5=CN=CC=C5. Cell line: CCRF-CEM. Synergy scores: CSS=-7.73, Synergy_ZIP=6.34, Synergy_Bliss=-4.94, Synergy_Loewe=-8.19, Synergy_HSA=-8.29. (4) Drug 1: CCC1(CC2CC(C3=C(CCN(C2)C1)C4=CC=CC=C4N3)(C5=C(C=C6C(=C5)C78CCN9C7C(C=CC9)(C(C(C8N6C=O)(C(=O)OC)O)OC(=O)C)CC)OC)C(=O)OC)O.OS(=O)(=O)O. Drug 2: CC1C(C(CC(O1)OC2CC(CC3=C2C(=C4C(=C3O)C(=O)C5=C(C4=O)C(=CC=C5)OC)O)(C(=O)CO)O)N)O.Cl. Cell line: HCC-2998. Synergy scores: CSS=30.6, Synergy_ZIP=-0.627, Synergy_Bliss=1.82, Synergy_Loewe=-0.989, Synergy_HSA=-0.172. (5) Drug 1: CC(CN1CC(=O)NC(=O)C1)N2CC(=O)NC(=O)C2. Drug 2: COC1=C2C(=CC3=C1OC=C3)C=CC(=O)O2. Cell line: COLO 205. Synergy scores: CSS=53.7, Synergy_ZIP=3.05, Synergy_Bliss=0.143, Synergy_Loewe=-1.57, Synergy_HSA=0.824. (6) Drug 1: CC12CCC(CC1=CCC3C2CCC4(C3CC=C4C5=CN=CC=C5)C)O. Drug 2: CC1=CC2C(CCC3(C2CCC3(C(=O)C)OC(=O)C)C)C4(C1=CC(=O)CC4)C. Cell line: OVCAR-5. Synergy scores: CSS=-2.35, Synergy_ZIP=-1.12, Synergy_Bliss=-0.272, Synergy_Loewe=-12.2, Synergy_HSA=-3.68. (7) Drug 1: C1=NC2=C(N=C(N=C2N1C3C(C(C(O3)CO)O)O)F)N. Drug 2: C(CC(=O)O)C(=O)CN.Cl. Cell line: HOP-62. Synergy scores: CSS=33.6, Synergy_ZIP=-6.82, Synergy_Bliss=1.13, Synergy_Loewe=-0.470, Synergy_HSA=0.00178.